Task: Regression. Given two drug SMILES strings and cell line genomic features, predict the synergy score measuring deviation from expected non-interaction effect.. Dataset: NCI-60 drug combinations with 297,098 pairs across 59 cell lines (1) Drug 1: C1=CC(=CC=C1CC(C(=O)O)N)N(CCCl)CCCl.Cl. Drug 2: CC(C)(C#N)C1=CC(=CC(=C1)CN2C=NC=N2)C(C)(C)C#N. Cell line: COLO 205. Synergy scores: CSS=5.41, Synergy_ZIP=2.80, Synergy_Bliss=-1.72, Synergy_Loewe=-5.92, Synergy_HSA=-6.98. (2) Drug 1: CC1=CC=C(C=C1)C2=CC(=NN2C3=CC=C(C=C3)S(=O)(=O)N)C(F)(F)F. Drug 2: CC=C1C(=O)NC(C(=O)OC2CC(=O)NC(C(=O)NC(CSSCCC=C2)C(=O)N1)C(C)C)C(C)C. Cell line: 786-0. Synergy scores: CSS=7.19, Synergy_ZIP=-1.85, Synergy_Bliss=-1.53, Synergy_Loewe=-9.95, Synergy_HSA=-1.73. (3) Drug 2: C1C(C(OC1N2C=NC(=NC2=O)N)CO)O. Cell line: HS 578T. Drug 1: C1C(C(OC1N2C=NC3=C(N=C(N=C32)Cl)N)CO)O. Synergy scores: CSS=14.0, Synergy_ZIP=3.25, Synergy_Bliss=6.70, Synergy_Loewe=-0.227, Synergy_HSA=3.80. (4) Drug 1: CNC(=O)C1=CC=CC=C1SC2=CC3=C(C=C2)C(=NN3)C=CC4=CC=CC=N4. Drug 2: B(C(CC(C)C)NC(=O)C(CC1=CC=CC=C1)NC(=O)C2=NC=CN=C2)(O)O. Cell line: UACC-257. Synergy scores: CSS=-2.63, Synergy_ZIP=1.02, Synergy_Bliss=-1.31, Synergy_Loewe=-2.07, Synergy_HSA=-2.72. (5) Drug 1: CC1CCC2CC(C(=CC=CC=CC(CC(C(=O)C(C(C(=CC(C(=O)CC(OC(=O)C3CCCCN3C(=O)C(=O)C1(O2)O)C(C)CC4CCC(C(C4)OC)OCCO)C)C)O)OC)C)C)C)OC. Drug 2: CNC(=O)C1=NC=CC(=C1)OC2=CC=C(C=C2)NC(=O)NC3=CC(=C(C=C3)Cl)C(F)(F)F. Cell line: ACHN. Synergy scores: CSS=1.68, Synergy_ZIP=-7.89, Synergy_Bliss=-5.51, Synergy_Loewe=-30.6, Synergy_HSA=-8.35.